This data is from hERG Central: cardiac toxicity at 1µM, 10µM, and general inhibition. The task is: Predict hERG channel inhibition at various concentrations. (1) The molecule is COc1cccc(NC(=O)N(CCCN2CCOCC2)C(C)c2cc3ccccc3o2)c1. Results: hERG_inhib (hERG inhibition (general)): blocker. (2) The molecule is COc1ccccc1-c1nn(Cc2ccccc2)cc1C(=O)NCC(c1ccco1)N1CCCC1. Results: hERG_inhib (hERG inhibition (general)): blocker. (3) The drug is O=C(NCCCN1CCN(c2ccccc2F)CC1)C1CCN(S(=O)(=O)c2cccs2)CC1. Results: hERG_inhib (hERG inhibition (general)): blocker. (4) The molecule is Cc1ccc(C)c(N2CCN(CCCNC(=O)Cn3cccc3C(=O)c3ccccc3C)CC2)c1. Results: hERG_inhib (hERG inhibition (general)): blocker. (5) The molecule is O=C(C1CCCN1S(=O)(=O)c1cccc2cccnc12)N1CCc2ccccc2C1. Results: hERG_inhib (hERG inhibition (general)): blocker.